Predict the reactants needed to synthesize the given product. From a dataset of Full USPTO retrosynthesis dataset with 1.9M reactions from patents (1976-2016). (1) Given the product [O:24]=[S:16]1(=[O:25])[C:17]2[CH:23]=[CH:22][CH:21]=[CH:20][C:18]=2[CH2:19][N:13]([C:4]2[CH:3]=[C:2]([NH:34][C:26](=[O:33])[C:27]3[CH:32]=[CH:31][CH:30]=[CH:29][CH:28]=3)[C:11]3[C:6](=[CH:7][CH:8]=[C:9]([CH3:12])[CH:10]=3)[N:5]=2)[CH2:14][CH2:15]1, predict the reactants needed to synthesize it. The reactants are: Cl[C:2]1[C:11]2[C:6](=[CH:7][CH:8]=[C:9]([CH3:12])[CH:10]=2)[N:5]=[C:4]([N:13]2[CH2:19][C:18]3[CH:20]=[CH:21][CH:22]=[CH:23][C:17]=3[S:16](=[O:25])(=[O:24])[CH2:15][CH2:14]2)[CH:3]=1.[C:26]([NH2:34])(=[O:33])[C:27]1[CH:32]=[CH:31][CH:30]=[CH:29][CH:28]=1. (2) Given the product [C:33]([O:32][C:30](=[O:31])[CH2:29][CH2:28][C:24]1[CH:23]=[C:22]([CH:27]=[CH:26][CH:25]=1)[CH2:21][NH:1][C:2]1[CH:7]=[CH:6][CH:5]=[CH:4][C:3]=1/[CH:8]=[CH:9]/[C:10]([O:12][CH3:13])=[O:11])([CH3:36])([CH3:34])[CH3:35], predict the reactants needed to synthesize it. The reactants are: [NH2:1][C:2]1[CH:7]=[CH:6][CH:5]=[CH:4][C:3]=1/[CH:8]=[CH:9]/[C:10]([O:12][CH3:13])=[O:11].C(=O)([O-])[O-].[K+].[K+].Br[CH2:21][C:22]1[CH:23]=[C:24]([CH2:28][CH2:29][C:30]([O:32][C:33]([CH3:36])([CH3:35])[CH3:34])=[O:31])[CH:25]=[CH:26][CH:27]=1.